From a dataset of Forward reaction prediction with 1.9M reactions from USPTO patents (1976-2016). Predict the product of the given reaction. (1) Given the reactants [CH:1]1([CH:7]([C:19]2[CH:23]=[C:22]([C:24]3[CH:29]=[CH:28][C:27]([C:30]([F:33])([F:32])[F:31])=[CH:26][CH:25]=3)[O:21][C:20]=2[CH2:34][O:35][CH2:36][CH3:37])[O:8][C:9]2[CH:18]=[CH:17][C:12]([C:13]([O:15]C)=[O:14])=[CH:11][CH:10]=2)[CH2:6][CH2:5][CH2:4][CH2:3][CH2:2]1.[OH-].[Li+].O.Cl, predict the reaction product. The product is: [CH:1]1([CH:7]([C:19]2[CH:23]=[C:22]([C:24]3[CH:25]=[CH:26][C:27]([C:30]([F:31])([F:32])[F:33])=[CH:28][CH:29]=3)[O:21][C:20]=2[CH2:34][O:35][CH2:36][CH3:37])[O:8][C:9]2[CH:10]=[CH:11][C:12]([C:13]([OH:15])=[O:14])=[CH:17][CH:18]=2)[CH2:6][CH2:5][CH2:4][CH2:3][CH2:2]1. (2) Given the reactants [CH:1]1([N:7]([C@H:18]2[CH2:23][CH2:22][C@H:21]([CH3:24])[CH2:20][CH2:19]2)[C:8]([NH:10][C:11]2[S:12][C:13]([CH:16]=O)=[CH:14][N:15]=2)=[O:9])[CH2:6][CH2:5][CH2:4][CH2:3][CH2:2]1.[CH3:25][O:26][C:27]([CH2:29][CH2:30][S:31]([N:34]1[CH2:39][CH2:38][NH2+:37][CH2:36][CH2:35]1)(=[O:33])=[O:32])=[O:28].[Cl-], predict the reaction product. The product is: [CH3:25][O:26][C:27](=[O:28])[CH2:29][CH2:30][S:31]([N:34]1[CH2:35][CH2:36][N:37]([CH2:16][C:13]2[S:12][C:11]([NH:10][C:8]([N:7]([CH:1]3[CH2:2][CH2:3][CH2:4][CH2:5][CH2:6]3)[C@H:18]3[CH2:19][CH2:20][C@H:21]([CH3:24])[CH2:22][CH2:23]3)=[O:9])=[N:15][CH:14]=2)[CH2:38][CH2:39]1)(=[O:32])=[O:33]. (3) Given the reactants [I:1][C:2]1[CH:7]=[CH:6][C:5]([CH2:8][OH:9])=[CH:4][CH:3]=1.[CH:10]1[CH:15]=[CH:14][C:13](P([C:10]2[CH:15]=[CH:14][CH:13]=[CH:12][CH:11]=2)[C:10]2[CH:15]=[CH:14][CH:13]=[CH:12][CH:11]=2)=[CH:12][CH:11]=1.C1(O)C=CC=CC=1.N(C(OCC)=O)=NC(OCC)=O, predict the reaction product. The product is: [I:1][C:2]1[CH:7]=[CH:6][C:5]([CH2:8][O:9][C:10]2[CH:15]=[CH:14][CH:13]=[CH:12][CH:11]=2)=[CH:4][CH:3]=1. (4) Given the reactants [NH2:1][CH2:2][C:3]1[CH:4]=[C:5]([NH:23][C:24](=[O:27])[O:25][CH3:26])[CH:6]=[N:7][C:8]=1[S:9](=[O:22])(=[O:21])[NH:10][C:11]1[CH:12]=[CH:13][C:14]2[CH2:18][O:17][B:16]([OH:19])[C:15]=2[CH:20]=1.[O:28]([C:30]#[N:31])[K], predict the reaction product. The product is: [OH:19][B:16]1[C:15]2[CH:20]=[C:11]([NH:10][S:9]([C:8]3[N:7]=[CH:6][C:5]([NH:23][C:24](=[O:27])[O:25][CH3:26])=[CH:4][C:3]=3[CH2:2][NH:1][C:30]([NH2:31])=[O:28])(=[O:22])=[O:21])[CH:12]=[CH:13][C:14]=2[CH2:18][O:17]1. (5) Given the reactants I[C:2]1[CH:8]=[C:7]([N+:9]([O-:11])=[O:10])[C:5]([NH2:6])=[C:4]([CH3:12])[CH:3]=1.[CH2:13]([N:15]1[CH2:19][CH2:18][C:17]2([CH2:23][CH2:22][NH:21][CH2:20]2)[CH2:16]1)[CH3:14].C(O)CO.[O-]P([O-])([O-])=O.[K+].[K+].[K+], predict the reaction product. The product is: [CH2:13]([N:15]1[CH2:19][CH2:18][C:17]2([CH2:20][N:21]([C:2]3[CH:8]=[C:7]([N+:9]([O-:11])=[O:10])[C:5]([NH2:6])=[C:4]([CH3:12])[CH:3]=3)[CH2:22][CH2:23]2)[CH2:16]1)[CH3:14].